From a dataset of Reaction yield outcomes from USPTO patents with 853,638 reactions. Predict the reaction yield, written as a fraction of the theoretical maximum amount of product (1.0 means a 100% yield; for example, 0.34 means a 34% yield). (1) The reactants are S(O[CH2:12][CH2:13][O:14][CH2:15][CH2:16][O:17][CH2:18][CH2:19][O:20][CH2:21][CH2:22][C:23]([O:25][C:26]([CH3:29])([CH3:28])[CH3:27])=[O:24])(C1C=CC(C)=CC=1)(=O)=O.[CH3:30][NH2:31]. The catalyst is O1CCCC1. The product is [CH3:30][NH:31][CH2:12][CH2:13][O:14][CH2:15][CH2:16][O:17][CH2:18][CH2:19][O:20][CH2:21][CH2:22][C:23]([O:25][C:26]([CH3:29])([CH3:28])[CH3:27])=[O:24]. The yield is 0.870. (2) The reactants are [CH2:1]([O:8][C:9]([NH:11][C:12]1[C:13]([C:28](O)=[O:29])=[N:14][C:15]2[C:20]([CH:21]=1)=[CH:19][CH:18]=[C:17]([N:22]1[CH2:27][CH2:26][O:25][CH2:24][CH2:23]1)[CH:16]=2)=[O:10])[C:2]1[CH:7]=[CH:6][CH:5]=[CH:4][CH:3]=1.[NH2:31][C:32]1[CH:33]=[N:34][CH:35]=[CH:36][C:37]=1[N:38]1[CH2:43][C@H:42]([CH3:44])[C@H:41]([NH:45][C:46](=[O:49])[O:47][CH3:48])[C@H:40]([NH:50][C:51](=[O:57])[O:52][C:53]([CH3:56])([CH3:55])[CH3:54])[CH2:39]1.CN(C(ON1N=NC2C=CC=NC1=2)=[N+](C)C)C.F[P-](F)(F)(F)(F)F.CCN(C(C)C)C(C)C. The catalyst is CN(C=O)C. The product is [CH2:1]([O:8][C:9]([NH:11][C:12]1[C:13]([C:28]([NH:31][C:32]2[CH:33]=[N:34][CH:35]=[CH:36][C:37]=2[N:38]2[CH2:43][C@H:42]([CH3:44])[C@H:41]([NH:45][C:46](=[O:49])[O:47][CH3:48])[C@H:40]([NH:50][C:51](=[O:57])[O:52][C:53]([CH3:56])([CH3:55])[CH3:54])[CH2:39]2)=[O:29])=[N:14][C:15]2[C:20]([CH:21]=1)=[CH:19][CH:18]=[C:17]([N:22]1[CH2:27][CH2:26][O:25][CH2:24][CH2:23]1)[CH:16]=2)=[O:10])[C:2]1[CH:7]=[CH:6][CH:5]=[CH:4][CH:3]=1. The yield is 0.510. (3) The yield is 0.870. The catalyst is N1C=CC=CC=1. The product is [ClH:24].[CH3:1][N:2]([CH:10]1[CH2:15][CH2:14][N:13]([CH3:16])[CH2:12][CH2:11]1)[C:3]1[N:4]=[C:5]([NH:9][C:22]([C:18]2[O:17][CH:21]=[CH:20][CH:19]=2)=[O:23])[CH:6]=[CH:7][CH:8]=1. The reactants are [CH3:1][N:2]([CH:10]1[CH2:15][CH2:14][N:13]([CH3:16])[CH2:12][CH2:11]1)[C:3]1[CH:8]=[CH:7][CH:6]=[C:5]([NH2:9])[N:4]=1.[O:17]1[CH:21]=[CH:20][CH:19]=[C:18]1[C:22]([Cl:24])=[O:23]. (4) The reactants are CCN=C=NCCCN(C)C.[NH2:12][CH2:13][C:14]1[CH:19]=[CH:18][C:17]([CH2:20][CH2:21][OH:22])=[CH:16][CH:15]=1.[Cl:23][C:24]1[CH:32]=[N:31][CH:30]=[C:29]([Cl:33])[C:25]=1[C:26](O)=[O:27].ON1C2C=CC=CC=2N=N1.CN1CCOCC1. The catalyst is CN(C=O)C. The product is [Cl:23][C:24]1[CH:32]=[N:31][CH:30]=[C:29]([Cl:33])[C:25]=1[C:26]([NH:12][CH2:13][C:14]1[CH:19]=[CH:18][C:17]([CH2:20][CH2:21][OH:22])=[CH:16][CH:15]=1)=[O:27]. The yield is 0.440. (5) The reactants are C(OC(=O)[NH:7][C@@H:8]1[CH2:13][CH2:12][CH2:11][N:10]([C:14]2[CH:19]=[CH:18][N:17]=[C:16]3[N:20]([CH3:34])[C:21](=[O:33])[N:22]([CH2:23][C:24]4[CH:29]=[CH:28][C:27]([Cl:30])=[CH:26][C:25]=4[C:31]#[N:32])[C:15]=23)[CH2:9]1)(C)(C)C.[F:36][C:37]([F:42])([F:41])[C:38]([OH:40])=[O:39]. No catalyst specified. The product is [F:36][C:37]([F:42])([F:41])[C:38]([OH:40])=[O:39].[NH2:7][C@@H:8]1[CH2:13][CH2:12][CH2:11][N:10]([C:14]2[CH:19]=[CH:18][N:17]=[C:16]3[N:20]([CH3:34])[C:21](=[O:33])[N:22]([CH2:23][C:24]4[CH:29]=[CH:28][C:27]([Cl:30])=[CH:26][C:25]=4[C:31]#[N:32])[C:15]=23)[CH2:9]1. The yield is 0.362. (6) The yield is 0.490. The product is [CH2:1]([NH:3][C:4](=[O:44])[NH:5][C:6]1[N:11]=[CH:10][C:9]([C:12]2[CH:13]=[C:14]3[C:19](=[CH:20][CH:21]=2)[N:18]([C@@H:22]2[CH2:27][CH2:26][CH2:25][CH2:24][C@@H:23]2[OH:28])[CH:17]=[C:16]([C:29]([OH:31])=[O:30])[C:15]3=[O:34])=[C:8]([C:35]2[S:36][CH:37]=[C:38]([C:40]([F:43])([F:41])[F:42])[N:39]=2)[CH:7]=1)[CH3:2]. The reactants are [CH2:1]([NH:3][C:4](=[O:44])[NH:5][C:6]1[N:11]=[CH:10][C:9]([C:12]2[CH:13]=[C:14]3[C:19](=[CH:20][CH:21]=2)[N:18]([C@@H:22]2[CH2:27][CH2:26][CH2:25][CH2:24][C@@H:23]2[OH:28])[CH:17]=[C:16]([C:29]([O:31]CC)=[O:30])[C:15]3=[O:34])=[C:8]([C:35]2[S:36][CH:37]=[C:38]([C:40]([F:43])([F:42])[F:41])[N:39]=2)[CH:7]=1)[CH3:2].C1COCC1.[Li+].[OH-]. The catalyst is CO. (7) The reactants are [F:1][C:2]1([CH3:22])[CH2:7][C:6]([F:9])([F:8])[C@:5]([C:11]2[CH:16]=[C:15]([N+:17]([O-])=O)[CH:14]=[CH:13][C:12]=2[F:20])([CH3:10])[NH:4][C:3]1=[O:21].C([O-])=O.[NH4+]. The catalyst is CO.[Pd]. The product is [NH2:17][C:15]1[CH:14]=[CH:13][C:12]([F:20])=[C:11]([C@@:5]2([CH3:10])[NH:4][C:3](=[O:21])[C:2]([F:1])([CH3:22])[CH2:7][C:6]2([F:9])[F:8])[CH:16]=1. The yield is 0.920. (8) The reactants are [C:1]([C:9]1[N:14]=[C:13]([NH:15]CC2C=CC(OC)=C(OC)C=2)[N:12]2[N:27]=[C:28]([C:30]3[O:31][CH:32]=[CH:33][CH:34]=3)[N:29]=[C:11]2[CH:10]=1)(=[O:8])[C:2]1[CH:7]=[CH:6][CH:5]=[CH:4][CH:3]=1.O.C(C1C(=O)C(Cl)=C(Cl)C(=O)C=1C#N)#N.C(=O)(O)[O-].[Na+]. The catalyst is ClCCl.C(Cl)(Cl)Cl. The product is [NH2:15][C:13]1[N:12]2[N:27]=[C:28]([C:30]3[O:31][CH:32]=[CH:33][CH:34]=3)[N:29]=[C:11]2[CH:10]=[C:9]([C:1](=[O:8])[C:2]2[CH:3]=[CH:4][CH:5]=[CH:6][CH:7]=2)[N:14]=1. The yield is 0.530.